Dataset: Reaction yield outcomes from USPTO patents with 853,638 reactions. Task: Predict the reaction yield, written as a fraction of the theoretical maximum amount of product (1.0 means a 100% yield; for example, 0.34 means a 34% yield). (1) The reactants are [NH:1]1[C:5]2[CH:6]=[CH:7][CH:8]=[C:9]([CH2:10][N:11]([CH2:18][C:19]3[C:24]([CH3:25])=[CH:23][CH:22]=[CH:21][N:20]=3)[CH:12]3[CH2:17][CH2:16][NH:15][CH2:14][CH2:13]3)[C:4]=2[N:3]=[CH:2]1.[O:26]([C:33]([NH:35][OH:36])=O)C1C=CC=CC=1. The catalyst is C1COCC1. The product is [OH:36][NH:35][C:33]([N:15]1[CH2:14][CH2:13][CH:12]([N:11]([CH2:10][C:9]2[C:4]3[N:3]=[CH:2][NH:1][C:5]=3[CH:6]=[CH:7][CH:8]=2)[CH2:18][C:19]2[C:24]([CH3:25])=[CH:23][CH:22]=[CH:21][N:20]=2)[CH2:17][CH2:16]1)=[O:26]. The yield is 0.550. (2) The yield is 0.130. The catalyst is CO. The product is [Br:1][C:2]1[CH:3]=[C:4]([NH:8][C:9]([N:15]2[CH2:20][CH2:19][N:18]([C:21]3[C:22]4[C:29]([CH3:30])=[CH:28][NH:27][C:23]=4[N:24]=[CH:25][N:26]=3)[CH2:17][C@@H:16]2[CH3:31])=[N:10][S:11](=[O:14])(=[O:13])[N:12]=[CH:34][N:35]([CH3:37])[CH3:36])[CH:5]=[CH:6][CH:7]=1. The reactants are [Br:1][C:2]1[CH:3]=[C:4]([NH:8][C:9]([N:15]2[CH2:20][CH2:19][N:18]([C:21]3[C:22]4[C:29]([CH3:30])=[CH:28][NH:27][C:23]=4[N:24]=[CH:25][N:26]=3)[CH2:17][C@@H:16]2[CH3:31])=[N:10][S:11](=[O:14])(=[O:13])[NH2:12])[CH:5]=[CH:6][CH:7]=1.CO[CH:34](OC)[N:35]([CH3:37])[CH3:36]. (3) The reactants are I.[Br:2][C:3]1[CH:4]=[C:5]2[C:10]([NH:11][CH:12]3[C:16]([CH3:18])([CH3:17])[CH2:15][NH:14][CH2:13]3)=[C:9]([C:19]([NH2:21])=[O:20])[CH:8]=[N:7][N:6]2[CH:22]=1.CCN(C(C)C)C(C)C.[CH3:32][S:33](Cl)(=[O:35])=[O:34]. The catalyst is C(Cl)Cl. The product is [Br:2][C:3]1[CH:4]=[C:5]2[C:10]([NH:11][CH:12]3[C:16]([CH3:17])([CH3:18])[CH2:15][N:14]([S:33]([CH3:32])(=[O:35])=[O:34])[CH2:13]3)=[C:9]([C:19]([NH2:21])=[O:20])[CH:8]=[N:7][N:6]2[CH:22]=1. The yield is 0.860. (4) The reactants are C[O:2][C:3]([C:5]1[C:9]([N:10]([CH2:22][C:23]2[CH:28]=[CH:27][CH:26]=[CH:25][CH:24]=2)[S:11]([C:14]2[CH:19]=[CH:18][C:17]([O:20][CH3:21])=[CH:16][CH:15]=2)(=[O:13])=[O:12])=[CH:8][S:7][CH:6]=1)=[O:4]. The catalyst is CCOCC. The product is [CH2:22]([N:10]([S:11]([C:14]1[CH:15]=[CH:16][C:17]([O:20][CH3:21])=[CH:18][CH:19]=1)(=[O:13])=[O:12])[C:9]1[C:5]([C:3]([OH:4])=[O:2])=[CH:6][S:7][CH:8]=1)[C:23]1[CH:28]=[CH:27][CH:26]=[CH:25][CH:24]=1. The yield is 0.840.